Predict which catalyst facilitates the given reaction. From a dataset of Catalyst prediction with 721,799 reactions and 888 catalyst types from USPTO. Reactant: [NH2:1][CH2:2][CH2:3][N:4]([CH3:8])[CH2:5][CH2:6][NH2:7].[CH3:9][C:10]([O:13][C:14](O[C:14]([O:13][C:10]([CH3:12])([CH3:11])[CH3:9])=[O:15])=[O:15])([CH3:12])[CH3:11]. Product: [NH2:1][CH2:2][CH2:3][N:4]([CH3:8])[CH2:5][CH2:6][NH:7][C:14](=[O:15])[O:13][C:10]([CH3:12])([CH3:11])[CH3:9]. The catalyst class is: 2.